This data is from Full USPTO retrosynthesis dataset with 1.9M reactions from patents (1976-2016). The task is: Predict the reactants needed to synthesize the given product. Given the product [Cl:25][C:21]1[CH:20]=[CH:19][C:18]([C:17]2[C:16]([C:26]3[CH:27]=[CH:28][N:29]=[CH:30][CH:31]=3)=[N:15][N:14]3[C:9]([CH:3]4[CH2:2][CH:1]5[N:8]([S:40]([CH3:39])(=[O:42])=[O:41])[CH:5]([CH2:6][CH2:7]5)[CH2:4]4)=[CH:10][CH:11]=[N:12][C:13]=23)=[CH:23][C:22]=1[OH:24], predict the reactants needed to synthesize it. The reactants are: [CH:1]12[NH:8][CH:5]([CH2:6][CH2:7]1)[CH2:4][CH:3]([C:9]1[N:14]3[N:15]=[C:16]([C:26]4[CH:31]=[CH:30][N:29]=[CH:28][CH:27]=4)[C:17]([C:18]4[CH:19]=[CH:20][C:21]([Cl:25])=[C:22]([OH:24])[CH:23]=4)=[C:13]3[N:12]=[CH:11][CH:10]=1)[CH2:2]2.C(N(CC)CC)C.[CH3:39][S:40](Cl)(=[O:42])=[O:41].